From a dataset of Catalyst prediction with 721,799 reactions and 888 catalyst types from USPTO. Predict which catalyst facilitates the given reaction. (1) Reactant: [CH3:1][C:2]1[CH:3]=[C:4]([CH:8]=[C:9]([CH3:12])[C:10]=1[OH:11])[C:5]([OH:7])=[O:6].S(Cl)(Cl)=O.[C:17](=O)(O)[O-].[Na+]. Product: [CH3:1][C:2]1[CH:3]=[C:4]([CH:8]=[C:9]([CH3:12])[C:10]=1[OH:11])[C:5]([O:7][CH3:17])=[O:6]. The catalyst class is: 5. (2) Reactant: [F:1][C:2]1[C:3]([C:9]2[CH:13]=[C:12](O)[N:11]([CH3:15])[N:10]=2)=[N:4][CH:5]=[C:6]([Cl:8])[CH:7]=1.ClCC(Cl)(Cl)Cl.P(Br)(Br)([Br:24])=O.[OH-].[Na+]. Product: [F:1][C:2]1[C:3]([C:9]2[CH:13]=[C:12]([Br:24])[N:11]([CH3:15])[N:10]=2)=[N:4][CH:5]=[C:6]([Cl:8])[CH:7]=1. The catalyst class is: 27. (3) Reactant: [Br:1][C:2]1[CH:3]=[C:4](/[C:9](=[N:11]\[S@@:12]([C:14]([CH3:17])([CH3:16])[CH3:15])=[O:13])/[CH3:10])[C:5]([F:8])=[N:6][CH:7]=1.[Cl-].[C:19]([O:23][C:24](=[O:27])[CH2:25][Zn+])([CH3:22])([CH3:21])[CH3:20]. Product: [Br:1][C:2]1[CH:3]=[C:4]([C@:9]([NH:11][S@@:12]([C:14]([CH3:15])([CH3:17])[CH3:16])=[O:13])([CH3:10])[CH2:25][C:24]([O:23][C:19]([CH3:22])([CH3:21])[CH3:20])=[O:27])[C:5]([F:8])=[N:6][CH:7]=1. The catalyst class is: 1. (4) Reactant: [C:1]1([CH2:7][N:8]([CH2:30][C:31]2[CH:36]=[CH:35][CH:34]=[CH:33][CH:32]=2)[CH2:9][C:10]([C:12]2[CH:17]=[CH:16][CH:15]=[C:14]([O:18][CH2:19][CH2:20][CH2:21][O:22][CH2:23][C:24]3[CH:29]=[CH:28][CH:27]=[CH:26][CH:25]=3)[CH:13]=2)=[O:11])[CH:6]=[CH:5][CH:4]=[CH:3][CH:2]=1.[OH-].[Na+]. Product: [C:31]1([CH2:30][N:8]([CH2:7][C:1]2[CH:2]=[CH:3][CH:4]=[CH:5][CH:6]=2)[CH2:9][C@H:10]([C:12]2[CH:17]=[CH:16][CH:15]=[C:14]([O:18][CH2:19][CH2:20][CH2:21][O:22][CH2:23][C:24]3[CH:25]=[CH:26][CH:27]=[CH:28][CH:29]=3)[CH:13]=2)[OH:11])[CH:32]=[CH:33][CH:34]=[CH:35][CH:36]=1. The catalyst class is: 7. (5) Product: [F:1][C:2]1[CH:3]=[CH:4][C:5]([C:6]([O:7][CH3:15])=[C:8]([C:11]#[N:12])[C:9]#[N:10])=[CH:13][CH:14]=1. The catalyst class is: 382. Reactant: [F:1][C:2]1[CH:14]=[CH:13][C:5]([C:6]([CH:8]([C:11]#[N:12])[C:9]#[N:10])=[O:7])=[CH:4][CH:3]=1.[CH3:15][Si](C=[N+]=[N-])(C)C.C(N(CC)C(C)C)(C)C. (6) Reactant: [CH3:1][C:2]1[N:6]([CH2:7][CH2:8]O)[C:5]2[CH:10]=[CH:11][CH:12]=[CH:13][C:4]=2[N:3]=1.S(Cl)([Cl:16])=O. Product: [Cl:16][CH2:8][CH2:7][N:6]1[C:5]2[CH:10]=[CH:11][CH:12]=[CH:13][C:4]=2[N:3]=[C:2]1[CH3:1]. The catalyst class is: 2.